This data is from Peptide-MHC class I binding affinity with 185,985 pairs from IEDB/IMGT. The task is: Regression. Given a peptide amino acid sequence and an MHC pseudo amino acid sequence, predict their binding affinity value. This is MHC class I binding data. The peptide sequence is QYIKWPWYVW. The MHC is HLA-A23:01 with pseudo-sequence HLA-A23:01. The binding affinity (normalized) is 1.00.